Dataset: Peptide-MHC class II binding affinity with 134,281 pairs from IEDB. Task: Regression. Given a peptide amino acid sequence and an MHC pseudo amino acid sequence, predict their binding affinity value. This is MHC class II binding data. (1) The peptide sequence is HTLWSNGVLESDMII. The MHC is DRB1_0401 with pseudo-sequence DRB1_0401. The binding affinity (normalized) is 0.521. (2) The peptide sequence is EEREVLMWKFDSALARKH. The MHC is DRB1_0802 with pseudo-sequence DRB1_0802. The binding affinity (normalized) is 0.464. (3) The peptide sequence is LAGVAGLLVAL. The MHC is HLA-DQA10102-DQB10602 with pseudo-sequence HLA-DQA10102-DQB10602. The binding affinity (normalized) is 0. (4) The peptide sequence is VDFQKTMKVTGVTTQGVKSL. The MHC is DRB1_1001 with pseudo-sequence DRB1_1001. The binding affinity (normalized) is 0.